This data is from Reaction yield outcomes from USPTO patents with 853,638 reactions. The task is: Predict the reaction yield, written as a fraction of the theoretical maximum amount of product (1.0 means a 100% yield; for example, 0.34 means a 34% yield). (1) The reactants are C[O:2][C:3](=O)[C:4]1[CH:9]=[CH:8][C:7]([I:10])=[C:6]([N+:11]([O-:13])=[O:12])[CH:5]=1.[NH3:15]. The catalyst is CO. The product is [I:10][C:7]1[CH:8]=[CH:9][C:4]([C:3]([NH2:15])=[O:2])=[CH:5][C:6]=1[N+:11]([O-:13])=[O:12]. The yield is 0.950. (2) The product is [CH2:34]([NH:31][C:30](=[O:44])[C:5]1[CH:4]=[CH:3][C:2]([CH2:1][N:8]2[CH2:12][CH2:11][N:10]([C:13]3[S:14][CH:15]=[C:16]([CH3:18])[N:17]=3)[C:9]2=[O:22])=[CH:7][CH:6]=1)[C:35]1[CH:43]=[CH:42][CH:38]=[CH:37][CH:36]=1. No catalyst specified. The yield is 0.600. The reactants are [CH2:1]([N:8]1[CH2:12][CH2:11][N:10]([C:13]2[S:14][C:15](C(O)=O)=[C:16]([CH3:18])[N:17]=2)[C:9]1=[O:22])[C:2]1[CH:7]=[CH:6][CH:5]=[CH:4][CH:3]=1.CC1N=C(N2CC[N:31]([CH2:34][C:35]3[CH:43]=[CH:42][C:38](C(O)=O)=[CH:37][CH:36]=3)[C:30]2=[O:44])SC=1.C(N)C1C=CC=CC=1. (3) The reactants are Br[CH2:2][CH2:3][C:4]([CH3:7])([OH:6])[CH3:5].C(N(CC)CC)C.[N-:15]=[N+:16]=[N-:17].[Na+]. The catalyst is C(Cl)Cl.O. The product is [N:15]([CH2:2][CH2:3][C:4]([CH3:7])([OH:6])[CH3:5])=[N+:16]=[N-:17]. The yield is 0.650. (4) The reactants are [CH3:1][O:2][C:3]1[C:8]([O:9][CH3:10])=[CH:7][CH:6]=[CH:5][C:4]=1[OH:11].F[C:13]1[CH:14]=[C:15]([CH3:22])[CH:16]=[CH:17][C:18]=1[N+:19]([O-:21])=[O:20].[CH3:23][O:24][C:25]1[C:39]([O:40][CH3:41])=[CH:38][CH:37]=[CH:36][C:26]=1[O:27][C:28]1[CH:34]=[C:33]([CH3:35])[CH:32]=[CH:31][C:29]=1[NH2:30].[NH2:42][C:43]1[S:44][CH:45]=[CH:46][N:47]=1. No catalyst specified. The product is [CH3:1][O:2][C:3]1[C:8]([O:9][CH3:10])=[CH:7][CH:6]=[CH:5][C:4]=1[O:11][C:13]1[CH:14]=[C:15]([CH3:22])[CH:16]=[CH:17][C:18]=1[N+:19]([O-:21])=[O:20].[CH3:23][O:24][C:25]1[C:39]([O:40][CH3:41])=[CH:38][CH:37]=[CH:36][C:26]=1[O:27][C:28]1[CH:34]=[C:33]([CH3:35])[CH:32]=[CH:31][C:29]=1[NH:30][C:4]([NH:42][C:43]1[S:44][CH:45]=[CH:46][N:47]=1)=[O:11]. The yield is 0.640. (5) The reactants are [CH3:1][N:2]([CH2:11][C:12]([O:14][C:15]([CH3:18])([CH3:17])[CH3:16])=[O:13])[C:3]1[CH:8]=[N:7][CH:6]=[C:5]([C:9]#[N:10])[N:4]=1.[C:19](OC)(=[O:27])[C:20]1[C:21](=[CH:23][CH:24]=[CH:25][CH:26]=1)[SH:22].C(N(CC)CC)C. The catalyst is C1(C)C=CC=CC=1. The product is [CH3:1][N:2]([CH2:11][C:12]([O:14][C:15]([CH3:18])([CH3:17])[CH3:16])=[O:13])[C:3]1[CH:8]=[N:7][CH:6]=[C:5]([C:9]2[S:22][C:21]3[CH:23]=[CH:24][CH:25]=[CH:26][C:20]=3[C:19](=[O:27])[N:10]=2)[N:4]=1. The yield is 0.260. (6) The reactants are [CH:1]1([C:4]([C:6]2[CH:11]=[CH:10][C:9]([CH2:12][C:13](OC)=O)=[CH:8][CH:7]=2)=[O:5])[CH2:3][CH2:2]1.CO[C:19](=[O:22])[O:20][CH3:21].C[Si]([N-][Si](C)(C)C)(C)C.[Na+].IC. The catalyst is O1CCCC1.C(OCC)(=O)C.O. The product is [CH:1]1([C:4]([C:6]2[CH:7]=[CH:8][C:9]([CH2:12][CH:13]([C:19]([O:20][CH3:21])=[O:22])[C:19]([O:20][CH3:21])=[O:22])=[CH:10][CH:11]=2)=[O:5])[CH2:2][CH2:3]1. The yield is 0.160. (7) The reactants are [CH2:1]([N:3]([CH2:24][CH3:25])[C:4](=[O:23])[C:5]1[CH:10]=[CH:9][C:8]([NH:11][CH2:12][CH2:13][N:14]2[CH2:19][CH2:18][CH2:17][CH2:16][CH2:15]2)=[C:7]([N+:20]([O-])=O)[CH:6]=1)[CH3:2].[CH3:26][CH2:27][O:28][C:29]([CH3:31])=O. The yield is 0.990. The catalyst is [Pd]. The product is [CH2:27]([O:28][C:29]1[CH:31]=[CH:4][C:5]([CH2:10][C:9]2[N:11]([CH2:12][CH2:13][N:14]3[CH2:19][CH2:18][CH2:17][CH2:16][CH2:15]3)[C:8]3[CH:9]=[CH:10][C:5]([C:4]([N:3]([CH2:24][CH3:25])[CH2:1][CH3:2])=[O:23])=[CH:6][C:7]=3[N:20]=2)=[CH:6][CH:7]=1)[CH3:26].